The task is: Predict the reaction yield, written as a fraction of the theoretical maximum amount of product (1.0 means a 100% yield; for example, 0.34 means a 34% yield).. This data is from Reaction yield outcomes from USPTO patents with 853,638 reactions. The reactants are Cl[C:2]1[N:7]=[C:6]([NH:8][CH2:9][CH2:10][CH3:11])[N:5]=[C:4]([NH:12][CH2:13][CH2:14][CH3:15])[N:3]=1.Cl.[F:17][CH:18]([F:22])[CH2:19][O:20][NH2:21]. No catalyst specified. The product is [CH2:13]([NH:12][C:4]1[N:5]=[C:6]([NH:8][CH2:9][CH2:10][CH3:11])[N:7]=[C:2]([NH:21][O:20][CH2:19][CH:18]([F:22])[F:17])[N:3]=1)[CH2:14][CH3:15]. The yield is 0.590.